This data is from Reaction yield outcomes from USPTO patents with 853,638 reactions. The task is: Predict the reaction yield, written as a fraction of the theoretical maximum amount of product (1.0 means a 100% yield; for example, 0.34 means a 34% yield). (1) The reactants are C(=O)([O-])[O-].[K+].[K+].[NH:7]1[CH:11]=[CH:10][CH:9]=[N:8]1.F[C:13]1[CH:20]=[CH:19][C:16]([C:17]#[N:18])=[CH:15][CH:14]=1. The catalyst is CN(C=O)C. The product is [N:7]1([C:13]2[CH:20]=[CH:19][C:16]([C:17]#[N:18])=[CH:15][CH:14]=2)[CH:11]=[CH:10][CH:9]=[N:8]1. The yield is 0.993. (2) The reactants are Cl[C:2]1[CH:7]=[C:6]2[CH2:8][O:9][C:10]3[CH:37]=[C:36]4[C:13]([CH2:14][CH2:15][C:16]5[N:20]=[C:19]([C@@H:21]6[CH2:25][C@H:24]([CH2:26][O:27][CH3:28])[CH2:23][N:22]6[C:29]([O:31][C:32]([CH3:35])([CH3:34])[CH3:33])=[O:30])[NH:18][C:17]=54)=[CH:12][C:11]=3[C:5]2=[CH:4][CH:3]=1.[B:38]1([B:38]2[O:42][C:41]([CH3:44])([CH3:43])[C:40]([CH3:46])([CH3:45])[O:39]2)[O:42][C:41]([CH3:44])([CH3:43])[C:40]([CH3:46])([CH3:45])[O:39]1.C([O-])(=O)C.[K+].C1(P(C2CCCCC2)C2C=CC=CC=2C2C(C(C)C)=CC(C(C)C)=CC=2C(C)C)CCCCC1. The catalyst is O1CCOCC1.C(OCC)(=O)C. The product is [CH3:28][O:27][CH2:26][C@@H:24]1[CH2:23][N:22]([C:29]([O:31][C:32]([CH3:33])([CH3:35])[CH3:34])=[O:30])[C@H:21]([C:19]2[NH:18][C:17]3[C:36]4[C:13]([CH2:14][CH2:15][C:16]=3[N:20]=2)=[CH:12][C:11]2[C:5]3[C:6]([CH2:8][O:9][C:10]=2[CH:37]=4)=[CH:7][C:2]([B:38]2[O:42][C:41]([CH3:44])([CH3:43])[C:40]([CH3:46])([CH3:45])[O:39]2)=[CH:3][CH:4]=3)[CH2:25]1. The yield is 0.700. (3) No catalyst specified. The yield is 0.300. The reactants are [Cl:1][C:2]1[CH:3]=[CH:4][C:5]([C:8]2[CH:13]=[CH:12][NH:11][C:10](=[O:14])[CH:9]=2)=[N:6][CH:7]=1.Br[C:16]1[CH:17]=[CH:18][C:19]2[C:20]3[CH2:29][N:28]([C:30]([O:32][C:33]([CH3:36])([CH3:35])[CH3:34])=[O:31])[CH2:27][CH2:26][C:21]=3[N:22]([CH3:25])[C:23]=2[CH:24]=1. The product is [Cl:1][C:2]1[CH:3]=[CH:4][C:5]([C:8]2[CH:13]=[CH:12][N:11]([C:16]3[CH:17]=[CH:18][C:19]4[C:20]5[CH2:29][N:28]([C:30]([O:32][C:33]([CH3:36])([CH3:35])[CH3:34])=[O:31])[CH2:27][CH2:26][C:21]=5[N:22]([CH3:25])[C:23]=4[CH:24]=3)[C:10](=[O:14])[CH:9]=2)=[N:6][CH:7]=1. (4) The reactants are [N+:1]([C:4]1[N:9]=[CH:8][C:7]([N:10]2[CH2:13][CH:12]([OH:14])[CH2:11]2)=[CH:6][CH:5]=1)([O-:3])=[O:2].CCN(CC)CC.[CH3:22][C:23]([Si:26](Cl)([CH3:28])[CH3:27])([CH3:25])[CH3:24].CCOC(C)=O.C([O-])(O)=O.[Na+]. The catalyst is CN(C=O)C. The product is [C:23]([Si:26]([CH3:28])([CH3:27])[O:14][CH:12]1[CH2:11][N:10]([C:7]2[CH:6]=[CH:5][C:4]([N+:1]([O-:3])=[O:2])=[N:9][CH:8]=2)[CH2:13]1)([CH3:25])([CH3:24])[CH3:22]. The yield is 0.730. (5) The reactants are [CH2:1]([S:3]([N:6]1[CH2:11][CH2:10][CH:9]([C:12]2[C:20]3[C:15](=[C:16]([C:29]([NH2:31])=[O:30])[CH:17]=[C:18]([C:21]4[CH:26]=[CH:25][CH:24]=[C:23]([CH:27]=O)[CH:22]=4)[CH:19]=3)[NH:14][CH:13]=2)[CH2:8][CH2:7]1)(=[O:5])=[O:4])[CH3:2].[NH:32]1[CH2:36][CH2:35][CH2:34][CH:33]1[C:37]1[S:38][CH:39]=[CH:40][N:41]=1.[BH-](OC(C)=O)(OC(C)=O)OC(C)=O.[Na+]. No catalyst specified. The product is [CH2:1]([S:3]([N:6]1[CH2:7][CH2:8][CH:9]([C:12]2[C:20]3[C:15](=[C:16]([C:29]([NH2:31])=[O:30])[CH:17]=[C:18]([C:21]4[CH:26]=[CH:25][CH:24]=[C:23]([CH2:27][N:32]5[CH2:36][CH2:35][CH2:34][CH:33]5[C:37]5[S:38][CH:39]=[CH:40][N:41]=5)[CH:22]=4)[CH:19]=3)[NH:14][CH:13]=2)[CH2:10][CH2:11]1)(=[O:4])=[O:5])[CH3:2]. The yield is 0.304. (6) The reactants are N.[OH:2][CH2:3][CH:4]1[CH2:9][CH2:8][N:7]([CH2:10][CH2:11][O:12][C:13]2[CH:18]=[CH:17][C:16]([OH:19])=[CH:15][CH:14]=2)[CH2:6][CH2:5]1.Cl[C:21]1[O:22][C:23]2[CH:29]=[CH:28][CH:27]=[CH:26][C:24]=2[N:25]=1.C([O-])([O-])=O.[Cs+].[Cs+]. The catalyst is CO.C(Cl)Cl.CC(C)=O.C(Cl)Cl.CO. The product is [O:22]1[C:23]2[CH:29]=[CH:28][CH:27]=[CH:26][C:24]=2[N:25]=[C:21]1[O:19][C:16]1[CH:17]=[CH:18][C:13]([O:12][CH2:11][CH2:10][N:7]2[CH2:6][CH2:5][CH:4]([CH2:3][OH:2])[CH2:9][CH2:8]2)=[CH:14][CH:15]=1. The yield is 0.640. (7) The reactants are [N+]([C:4]1[CH:5]=[C:6]([CH:9]=[C:10]([N+:12]([O-:14])=[O:13])[CH:11]=1)[C:7]#[N:8])([O-])=O.[Cl:15][C:16]1[CH:17]=[C:18]([OH:22])[CH:19]=[N:20][CH:21]=1.C([O-])([O-])=O.[K+].[K+]. The catalyst is CN(C=O)C. The product is [Cl:15][C:16]1[CH:17]=[C:18]([O:22][C:4]2[CH:5]=[C:6]([CH:9]=[C:10]([N+:12]([O-:14])=[O:13])[CH:11]=2)[C:7]#[N:8])[CH:19]=[N:20][CH:21]=1. The yield is 0.440. (8) The reactants are N#N.Br[CH2:4][CH2:5][CH2:6][CH2:7][CH2:8][CH2:9][C:10]([O:12][CH2:13][CH3:14])=[O:11].[CH3:15][C:16]1[CH:22]=[CH:21][C:19]([NH2:20])=[CH:18][C:17]=1[C:23]([F:26])([F:25])[F:24].CCN(C(C)C)C(C)C. No catalyst specified. The product is [CH3:15][C:16]1[CH:22]=[CH:21][C:19]([NH:20][CH2:4][CH2:5][CH2:6][CH2:7][CH2:8][CH2:9][C:10]([O:12][CH2:13][CH3:14])=[O:11])=[CH:18][C:17]=1[C:23]([F:24])([F:25])[F:26]. The yield is 0.750. (9) The reactants are [C:1]([C:3]1(O)[CH2:12][CH2:11][CH2:10][CH2:9][C:4]21[CH2:8][CH2:7][CH2:6][CH2:5]2)#[CH:2].O=P(Cl)(Cl)Cl. The catalyst is N1C=CC=CC=1. The product is [C:1]([C:3]1[C:4]2([CH2:9][CH2:10][CH2:11][CH:12]=1)[CH2:8][CH2:7][CH2:6][CH2:5]2)#[CH:2]. The yield is 0.760.